This data is from Peptide-MHC class I binding affinity with 185,985 pairs from IEDB/IMGT. The task is: Regression. Given a peptide amino acid sequence and an MHC pseudo amino acid sequence, predict their binding affinity value. This is MHC class I binding data. (1) The peptide sequence is FRTLIEFHY. The MHC is Mamu-B17 with pseudo-sequence Mamu-B17. The binding affinity (normalized) is 0.448. (2) The MHC is HLA-B15:01 with pseudo-sequence HLA-B15:01. The binding affinity (normalized) is 0.0847. The peptide sequence is YIDWMVSVP. (3) The MHC is HLA-A69:01 with pseudo-sequence HLA-A69:01. The peptide sequence is GQMYNMNTL. The binding affinity (normalized) is 0.0847. (4) The peptide sequence is CICYGSYSLY. The MHC is HLA-A31:01 with pseudo-sequence HLA-A31:01. The binding affinity (normalized) is 0.225. (5) The peptide sequence is IRFPKTFGY. The MHC is HLA-A29:02 with pseudo-sequence HLA-A29:02. The binding affinity (normalized) is 0.295. (6) The peptide sequence is INIVIIVLI. The MHC is Mamu-B03 with pseudo-sequence Mamu-B03. The binding affinity (normalized) is 0.147. (7) The binding affinity (normalized) is 0.213. The peptide sequence is FVMPIFEQI. The MHC is HLA-A30:02 with pseudo-sequence HLA-A30:02.